Dataset: NCI-60 drug combinations with 297,098 pairs across 59 cell lines. Task: Regression. Given two drug SMILES strings and cell line genomic features, predict the synergy score measuring deviation from expected non-interaction effect. Drug 1: C1CC(=O)NC(=O)C1N2CC3=C(C2=O)C=CC=C3N. Drug 2: CC1=CC=C(C=C1)C2=CC(=NN2C3=CC=C(C=C3)S(=O)(=O)N)C(F)(F)F. Cell line: ACHN. Synergy scores: CSS=3.30, Synergy_ZIP=-2.51, Synergy_Bliss=-4.11, Synergy_Loewe=-3.02, Synergy_HSA=-2.92.